From a dataset of Full USPTO retrosynthesis dataset with 1.9M reactions from patents (1976-2016). Predict the reactants needed to synthesize the given product. (1) The reactants are: [Br:1][C:2]1[S:3][C:4]2[CH:10]=[C:9]([N+:11]([O-])=O)[CH:8]=[CH:7][C:5]=2[N:6]=1. Given the product [Br:1][C:2]1[S:3][C:4]2[CH:10]=[C:9]([NH2:11])[CH:8]=[CH:7][C:5]=2[N:6]=1, predict the reactants needed to synthesize it. (2) Given the product [F:12][C:11]([F:14])([F:13])[C:10]1[C:5]2[N:6]([C:2]([C:26]#[C:25][C:27]3[S:31][C:30]([S:32]([NH2:35])(=[O:34])=[O:33])=[CH:29][CH:28]=3)=[CH:3][N:4]=2)[N:7]=[C:8]([C:15]2[CH:20]=[CH:19][C:18]([C:21]([F:24])([F:23])[F:22])=[CH:17][CH:16]=2)[CH:9]=1, predict the reactants needed to synthesize it. The reactants are: I[C:2]1[N:6]2[N:7]=[C:8]([C:15]3[CH:20]=[CH:19][C:18]([C:21]([F:24])([F:23])[F:22])=[CH:17][CH:16]=3)[CH:9]=[C:10]([C:11]([F:14])([F:13])[F:12])[C:5]2=[N:4][CH:3]=1.[C:25]([C:27]1[S:31][C:30]([S:32]([NH2:35])(=[O:34])=[O:33])=[CH:29][CH:28]=1)#[CH:26]. (3) Given the product [CH2:22]([O:1][C:2]1[CH:3]=[CH:4][C:5]2[CH2:12][CH:11]3[C:13](=[O:14])[CH:8]([CH2:9][CH2:10]3)[CH2:7][C:6]=2[CH:15]=1)[C:23]1[CH:28]=[CH:27][CH:26]=[CH:25][CH:24]=1, predict the reactants needed to synthesize it. The reactants are: [OH:1][C:2]1[CH:3]=[CH:4][C:5]2[CH2:12][CH:11]3[C:13](=[O:14])[CH:8]([CH2:9][CH2:10]3)[CH2:7][C:6]=2[CH:15]=1.C([O-])([O-])=O.[K+].[K+].[CH2:22](Br)[C:23]1[CH:28]=[CH:27][CH:26]=[CH:25][CH:24]=1. (4) The reactants are: C([O:3][C:4](=[O:32])[CH:5]([O:29][CH2:30][CH3:31])[CH2:6][C:7]1[CH:12]=[CH:11][C:10]([O:13][CH2:14][C:15]2[N:16]=[C:17]([C:20]3[CH:25]=[CH:24][CH:23]=[C:22]([O:26][CH3:27])[CH:21]=3)[O:18][CH:19]=2)=[CH:9][C:8]=1[CH3:28])C.[Li+].[OH-]. Given the product [CH2:30]([O:29][CH:5]([CH2:6][C:7]1[CH:12]=[CH:11][C:10]([O:13][CH2:14][C:15]2[N:16]=[C:17]([C:20]3[CH:25]=[CH:24][CH:23]=[C:22]([O:26][CH3:27])[CH:21]=3)[O:18][CH:19]=2)=[CH:9][C:8]=1[CH3:28])[C:4]([OH:32])=[O:3])[CH3:31], predict the reactants needed to synthesize it. (5) Given the product [CH2:1]([N:8]1[C:12](=[O:13])[CH2:11][C:10]([F:16])([F:15])[C:9]1=[O:17])[C:2]1[CH:7]=[CH:6][CH:5]=[CH:4][CH:3]=1, predict the reactants needed to synthesize it. The reactants are: [CH2:1]([NH:8][C:9](=[O:17])[C:10]([F:16])([F:15])[CH2:11][C:12](O)=[O:13])[C:2]1[CH:7]=[CH:6][CH:5]=[CH:4][CH:3]=1.O=S(Cl)Cl. (6) Given the product [CH:17]([C:19]1[CH:20]=[C:21]([CH:25]([CH3:26])[CH2:27][CH:28]2[O:4][CH2:1][CH2:2][O:3]2)[CH:22]=[CH:23][CH:24]=1)([CH3:18])[CH3:16], predict the reactants needed to synthesize it. The reactants are: [CH2:1]([OH:4])[CH2:2][OH:3].C1(C)C=CC(S(O)(=O)=O)=CC=1.[CH3:16][CH:17]([C:19]1[CH:24]=[CH:23][CH:22]=[C:21]([CH:25]([CH2:27][CH:28]=O)[CH3:26])[CH:20]=1)[CH3:18]. (7) Given the product [NH:1]1[C:9]2[C:4](=[CH:5][CH:6]=[CH:7][CH:8]=2)[C:3](/[CH:10]=[C:11]2\[O:12][C:13]3[C:20]([C:21]#[C:22][C:23]([CH3:24])([N:26]4[CH2:27][CH2:28][NH:29][CH2:30][CH2:31]4)[CH3:25])=[C:19]([O:39][CH3:40])[CH:18]=[CH:17][C:14]=3[C:15]\2=[O:16])=[N:2]1, predict the reactants needed to synthesize it. The reactants are: [NH:1]1[C:9]2[C:4](=[CH:5][CH:6]=[CH:7][CH:8]=2)[C:3](/[CH:10]=[C:11]2\[O:12][C:13]3[C:20]([C:21]#[C:22][C:23]([N:26]4[CH2:31][CH2:30][N:29](C(OC(C)(C)C)=O)[CH2:28][CH2:27]4)([CH3:25])[CH3:24])=[C:19]([O:39][CH3:40])[CH:18]=[CH:17][C:14]=3[C:15]\2=[O:16])=[N:2]1.FC(F)(F)C(O)=O. (8) Given the product [S:1]1[CH:5]=[CH:4][CH:3]=[C:2]1[C:6]1[CH:7]=[C:8]([C:16]2[N:17]=[C:18]([CH2:21][CH2:22][C:23]([OH:25])=[O:24])[O:19][CH:20]=2)[CH:9]=[C:10]([C:12]([F:13])([F:14])[F:15])[CH:11]=1, predict the reactants needed to synthesize it. The reactants are: [S:1]1[CH:5]=[CH:4][CH:3]=[C:2]1[C:6]1[CH:7]=[C:8]([C:16]2[N:17]=[C:18]([CH2:21][CH2:22][C:23]([O:25]C)=[O:24])[O:19][CH:20]=2)[CH:9]=[C:10]([C:12]([F:15])([F:14])[F:13])[CH:11]=1.ClC1C=C(C2N=C(CCC(O)=O)OC=2)C=C(C(F)(F)F)C=1. (9) The reactants are: [NH2:1][C:2]1[C:7]([C:8]([F:11])([F:10])[F:9])=[CH:6][C:5]([C:12]([F:15])([F:14])[F:13])=[CH:4][C:3]=1[NH:16][C:17](=O)[CH2:18][S:19][CH3:20].C(O)(=O)C. Given the product [CH3:20][S:19][CH2:18][C:17]1[NH:16][C:3]2[CH:4]=[C:5]([C:12]([F:15])([F:14])[F:13])[CH:6]=[C:7]([C:8]([F:11])([F:10])[F:9])[C:2]=2[N:1]=1, predict the reactants needed to synthesize it.